From a dataset of Catalyst prediction with 721,799 reactions and 888 catalyst types from USPTO. Predict which catalyst facilitates the given reaction. (1) Reactant: [C:1]([C:3]1[CH:4]=[C:5]2[C:9](=[CH:10][CH:11]=1)[N:8](C1CCCCO1)[N:7]=[C:6]2[C:18]1[CH:19]=[C:20]([CH:24]=[CH:25][CH:26]=1)[C:21](O)=[O:22])#[N:2].Cl.[NH2:28][CH:29]1[CH2:37][C:36]2[C:31](=[CH:32][CH:33]=[CH:34][CH:35]=2)[CH2:30]1.C1C=CC2N(O)[N:45]=[N:44]C=2C=1.CCN=C=NC[CH2:54][CH2:55][N:56]([CH3:58])[CH3:57].Cl.C(N(CC)CC)C. Product: [CH3:58][N:56]([CH2:55][C:54]1[N:2]=[C:1]([C:3]2[CH:4]=[C:5]3[C:9](=[CH:10][CH:11]=2)[NH:8][N:7]=[C:6]3[C:18]2[CH:19]=[C:20]([C:21]([NH:28][CH:29]3[CH2:37][C:36]4[C:31](=[CH:32][CH:33]=[CH:34][CH:35]=4)[CH2:30]3)=[O:22])[CH:24]=[CH:25][CH:26]=2)[NH:45][N:44]=1)[CH3:57]. The catalyst class is: 118. (2) Reactant: [CH3:1][S:2](Cl)(=[O:4])=[O:3].[NH2:6][C:7]1[C:26]([C:27]2[CH:32]=[CH:31][CH:30]=[C:29]([C:33](=[O:44])[NH:34][C:35]([C:38]3[CH:43]=[CH:42][CH:41]=[CH:40][CH:39]=3)([CH3:37])[CH3:36])[CH:28]=2)=[CH:25][C:10]2[C:11]([C:21]([NH:23][CH3:24])=[O:22])=[C:12]([C:14]3[CH:19]=[CH:18][C:17]([F:20])=[CH:16][CH:15]=3)[O:13][C:9]=2[CH:8]=1.Br[CH2:46][CH2:47][O:48][Si](C(C)(C)C)(C)C.C([O-])([O-])=O.[Na+].[Na+]. Product: [F:20][C:17]1[CH:16]=[CH:15][C:14]([C:12]2[O:13][C:9]3[CH:8]=[C:7]([N:6]([CH2:46][CH2:47][OH:48])[S:2]([CH3:1])(=[O:4])=[O:3])[C:26]([C:27]4[CH:32]=[CH:31][CH:30]=[C:29]([C:33](=[O:44])[NH:34][C:35]([C:38]5[CH:39]=[CH:40][CH:41]=[CH:42][CH:43]=5)([CH3:37])[CH3:36])[CH:28]=4)=[CH:25][C:10]=3[C:11]=2[C:21]([NH:23][CH3:24])=[O:22])=[CH:19][CH:18]=1. The catalyst class is: 436. (3) Reactant: [NH2:1][C:2]1[C:11]([F:12])=[C:10](F)[C:9]2[O:14][CH2:15][C@H:16]([CH3:17])[N:7]3[C:8]=2[C:3]=1[C:4](=[O:23])[C:5]([C:18]1[NH:22][N:21]=[N:20][N:19]=1)=[CH:6]3.[N:24]1([CH2:29][CH2:30][CH2:31][NH2:32])[CH:28]=[CH:27][N:26]=[CH:25]1. Product: [N:24]1([CH2:29][CH2:30][CH2:31][NH:32][C:10]2[C:9]3[O:14][CH2:15][C@H:16]([CH3:17])[N:7]4[C:8]=3[C:3]([C:4](=[O:23])[C:5]([C:18]3[NH:22][N:21]=[N:20][N:19]=3)=[CH:6]4)=[C:2]([NH2:1])[C:11]=2[F:12])[CH:28]=[CH:27][N:26]=[CH:25]1. The catalyst class is: 16. (4) Reactant: [N+:1]([C:4]1[CH:9]=[CH:8][C:7]([NH:10][C@H:11]2[CH2:16][CH2:15][C@H:14]([O:17][CH2:18][C:19]([N:21]3[CH2:26][CH2:25][N:24]([C:27]4[CH:32]=[CH:31][C:30]([C:33]([F:36])([F:35])[F:34])=[CH:29][CH:28]=4)[CH2:23][CH2:22]3)=[O:20])[CH2:13][CH2:12]2)=[CH:6][C:5]=1[C:37]([F:40])([F:39])[F:38])([O-:3])=[O:2].[H-].[Na+].[CH3:43]I. Product: [CH3:43][N:10]([C:7]1[CH:8]=[CH:9][C:4]([N+:1]([O-:3])=[O:2])=[C:5]([C:37]([F:40])([F:39])[F:38])[CH:6]=1)[C@H:11]1[CH2:16][CH2:15][C@H:14]([O:17][CH2:18][C:19]([N:21]2[CH2:22][CH2:23][N:24]([C:27]3[CH:32]=[CH:31][C:30]([C:33]([F:34])([F:35])[F:36])=[CH:29][CH:28]=3)[CH2:25][CH2:26]2)=[O:20])[CH2:13][CH2:12]1. The catalyst class is: 7. (5) Reactant: [F:1][C:2]([F:17])([C:13]([F:16])([F:15])[F:14])[C:3]([F:12])([F:11])[C:4]1[CH:9]=[CH:8][C:7](I)=[CH:6][CH:5]=1.FC(F)(C(F)(F)F)C(F)(F)C1C=CC(Br)=CC=1.[C:35]1([CH3:46])[CH:40]=[CH:39][C:38]([C:41]2[N:45]=[CH:44][NH:43][N:42]=2)=[CH:37][CH:36]=1.C(=O)([O-])[O-].[Cs+].[Cs+].N1C2C(=CC=CC=2O)C=CC=1.[NH4+].[OH-]. Product: [F:11][C:3]([F:12])([C:4]1[CH:9]=[CH:8][C:7]([N:43]2[CH:44]=[N:45][C:41]([C:38]3[CH:39]=[CH:40][C:35]([CH3:46])=[CH:36][CH:37]=3)=[N:42]2)=[CH:6][CH:5]=1)[C:2]([F:17])([F:1])[C:13]([F:16])([F:15])[F:14]. The catalyst class is: 580. (6) Reactant: [C:1]1(=[O:12])[C:10]2[C:5](=[CH:6][CH:7]=[CH:8][CH:9]=2)[CH:4]=[CH:3][C:2]1=[O:11].[OH:13][C:14]1([CH2:27][SH:28])[CH2:19][CH2:18][N:17]([C:20]([O:22][C:23]([CH3:26])([CH3:25])[CH3:24])=[O:21])[CH2:16][CH2:15]1.C(N(CC)CC)C. Product: [O:11]=[C:2]1[C:1](=[O:12])[C:10]2[C:5](=[CH:6][CH:7]=[CH:8][CH:9]=2)[C:4]([S:28][CH2:27][C:14]2([OH:13])[CH2:15][CH2:16][N:17]([C:20]([O:22][C:23]([CH3:25])([CH3:24])[CH3:26])=[O:21])[CH2:18][CH2:19]2)=[CH:3]1. The catalyst class is: 10. (7) Reactant: Cl.[CH2:2]([O:6][CH:7]1[CH2:10][NH:9][CH2:8]1)[CH:3]([CH3:5])[CH3:4].CCN=C=N[CH2:16][CH2:17][CH2:18][N:19](C)C.C1C=CC2N([OH:31])N=NC=2C=1.C(N([CH:38]([CH3:40])C)CC)(C)C.Cl[CH2:42][C:43]1[CH:47]=[CH:46][N:45]([CH3:48])N=1.[C:49](OCC)(=[O:51])C. Product: [CH2:2]([O:6][CH:7]1[CH2:10][N:9]([C:49](=[O:51])/[CH:42]=[CH:43]/[C:47]2[CH:38]=[C:40]3[C:48](=[N:45][CH:46]=2)[NH:19][C:18](=[O:31])[CH2:17][CH2:16]3)[CH2:8]1)[CH:3]([CH3:5])[CH3:4]. The catalyst class is: 6. (8) Reactant: [CH2:1]([O:3][CH:4]([O:39][CH2:40][CH3:41])[C:5]1[CH:6]=[C:7]([CH:11]2[CH:20]([C:21]3[CH:26]=[CH:25][CH:24]=[C:23]([CH:27]([O:31][CH2:32][CH3:33])[O:28][CH2:29][CH3:30])[CH:22]=3)[C:19](=O)[C:18]3[C:17]([C:35](OC)=[O:36])=[CH:16][CH:15]=[CH:14][C:13]=3[NH:12]2)[CH:8]=[CH:9][CH:10]=1)[CH3:2].C(OC(OCC)C1C=C(C2C(C3C=CC=C(C(OCC)OCC)C=3)C(=O)C3C(C(OCC)=O)=CC=CC=3N2)C=CC=1)C.O.[NH2:85][NH2:86]. Product: [CH2:40]([O:39][CH:4]([O:3][CH2:1][CH3:2])[C:5]1[CH:6]=[C:7]([CH:11]2[NH:12][C:13]3[C:18]4[C:19](=[N:85][NH:86][C:35](=[O:36])[C:17]=4[CH:16]=[CH:15][CH:14]=3)[CH:20]2[C:21]2[CH:26]=[CH:25][CH:24]=[C:23]([CH:27]([O:28][CH2:29][CH3:30])[O:31][CH2:32][CH3:33])[CH:22]=2)[CH:8]=[CH:9][CH:10]=1)[CH3:41]. The catalyst class is: 5. (9) Reactant: O[C:2]1([CH2:15][CH2:16][S:17]([C:20]2[CH:25]=[CH:24][C:23]([S:26]([CH3:29])(=[O:28])=[O:27])=[CH:22][CH:21]=2)(=[O:19])=[O:18])[CH2:7][CH2:6][N:5]([C:8]([O:10][C:11]([CH3:14])([CH3:13])[CH3:12])=[O:9])[CH2:4][CH2:3]1.C(N(S(F)(F)[F:36])CC)C.C(=O)(O)[O-].[Na+]. Product: [F:36][C:2]1([CH2:15][CH2:16][S:17]([C:20]2[CH:25]=[CH:24][C:23]([S:26]([CH3:29])(=[O:28])=[O:27])=[CH:22][CH:21]=2)(=[O:19])=[O:18])[CH2:7][CH2:6][N:5]([C:8]([O:10][C:11]([CH3:14])([CH3:13])[CH3:12])=[O:9])[CH2:4][CH2:3]1. The catalyst class is: 4.